This data is from Human Reference Interactome with 51,813 positive PPI pairs across 8,248 proteins, plus equal number of experimentally-validated negative pairs. The task is: Binary Classification. Given two protein amino acid sequences, predict whether they physically interact or not. (1) Protein 1 (ENSG00000105649) has sequence MASATDSRYGQKESSDQNFDYMFKILIIGNSSVGKTSFLFRYADDSFTPAFVSTVGIDFKVKTIYRNDKRIKLQIWDTAGQERYRTITTAYYRGAMGFILMYDITNEESFNAVQDWSTQIKTYSWDNAQVLLVGNKCDMEDERVVSSERGRQLADHLGFEFFEASAKDNINVKQTFERLVDVICEKMSESLDTADPAVTGAKQGPQLSDQQVPPHQDCAC*MGFILMYDITNEESFNAVQDWSTQIKTYSWDNAQVLLVGNKCDMEDERVVSSERGRQLADHLGFEFFEASAKDNINVKQ.... Protein 2 (ENSG00000079999) has sequence MQPDPRPSGAGACCRFLPLQSQCPEGAGDAVMYASTECKAEVTPSQHGNRTFSYTLEDHTKQAFGIMNELRLSQQLCDVTLQVKYQDAPAAQFMAHKVVLASSSPVFKAMFTNGLREQGMEVVSIEGIHPKVMERLIEFAYTASISMGEKCVLHVMNGAVMYQIDSVVRACSDFLVQQLDPSNAIGIANFAEQIGCVELHQRAREYIYMHFGEVAKQEEFFNLSHCQLVTLISRDDLNVRCESEVFHACINWVKYDCEQRRFYVQALLRAVRCHSLTPNFLQMQLQKCEILQSDSRCKDY.... Result: 0 (the proteins do not interact). (2) Protein 1 (ENSG00000182931) has sequence MVSCERRASKSVGQILLWDFGYTCRLSHRRRNSTEILSRNLPALYTGIKVCEKRPSIDLCIHHCSYFQKCETNKICCSAFCGNICMSIL*MAPQTLLLVLVLCVLLLQAQGGYRDKMRMQRIKVCEKRPSIDLCIHHCSYFQKCETNKICCSAFCGNICMSIL*. Protein 2 (ENSG00000148335) has sequence MTSEVIEDEKQFYSKAKTYWKQIPPTVDGMLGGYGHISSIDINSSRKFLQRFLREGPNKTGTSCALDCGAGIGRITKRLLLPLFREVDMVDITEDFLVQAKTYLGEEGKRVRNYFCCGLQDFTPEPDSYDVIWIQWVIGHLTDQHLAEFLRRCKGSLRPNGIIVIKDNMAQEGVILDDVDSSVCRDLDVVRRIICSAGLSLLAEERQENLPDEIYHVYSFALR*MTSEVIEDEKQFYSKAKTYWKQIPPTVDGMLGGYGHISSIDINSSRKFLQRFLREGPNKTGTSCALDCGAGIGRIT.... Result: 0 (the proteins do not interact). (3) Protein 2 (ENSG00000168118) has sequence MSQTAMSETYDFLFKFLVIGNAGTGKSCLLHQFIEKKFKDDSNHTIGVEFGSKIINVGGKYVKLQIWDTAGQERFRSVTRSYYRGAAGALLVYDITSRETYNALTNWLTDARMLASQNIVIILCGNKKDLDADREVTFLEASRFAQENELMFLETSALTGENVEEAFVQCARKILNKIESGELDPERMGSGIQYGDAALRQLRSPRRAQAPNAQECGC*MISPDARMLASQNIVIILCGNKKDLDADREVTFLEASRFAQENELMFLETSALTGENVEEAFVQCARKILNKIESGELDPE.... Result: 1 (the proteins interact). Protein 1 (ENSG00000029725) has sequence MAQPGPASQPDVSLQQRVAELEKINAEFLRAQQQLEQEFNQKRAKFKELYLAKEEDLKRQNAVLQAAQDDLGHLRTQLWEAQAEMENIKAIATVSENTKQEAIDEVKRQWREEVASLQAVMKETVRDYEHQFHLRLEQERTQWAQYRESAEREIADLRRRLSEGQEEENLENEMKKAQEDAEKLRSVVMPMEKEIAALKDKLTEAEDKIKELEASKVKELNHYLEAEKSCRTDLEMYVAVLNTQKSVLQEDAEKLRKELHEVCHLLEQERQQHNQLKHTWQKANDQFLESQRLLMRDMQR.... (4) Protein 1 (ENSG00000151882) has sequence MQQRGLAIVALAVCAALHASEAILPIASSCCTEVSHHISRRLLERVNMCRIQRADGDCDLAAVILHVKRRRICVSPHNHTVKQWMKVQAAKKNGKGNVCHRKKHHGKRNSNRAHQGKHETYGHKTPY*MCRIQRADGDCDLAAVILHVKRRRICVSPHNHTVKQWMKVQAAKKNGKGNVCHRKKHHGKRNSNRAHQGKHETYGHKTPY*. Protein 2 (ENSG00000130402) has sequence MVDYHAANQSYQYGPSSAGNGAGGGGSMGDYMAQEDDWDRDLLLDPAWEKQQRKTFTAWCNSHLRKAGTQIENIDEDFRDGLKLMLLLEVISGERLPKPERGKMRVHKINNVNKALDFIASKGVKLVSIGAEEIVDGNAKMTLGMIWTIILRFAIQDISVEETSAKEGLLLWCQRKTAPYKNVNVQNFHISWKDGLAFNALIHRHRPELIEYDKLRKDDPVTNLNNAFEVAEKYLDIPKMLDAEDIVNTARPDEKAIMTYVSSFYHAFSGAQKAETAANRICKVLAVNQENEHLMEDYEK.... Result: 0 (the proteins do not interact). (5) Protein 1 (ENSG00000112110) has sequence MALRSRFWGLFSVCRNPGCRFAALSTSSEPAAKPEVDPVENEAVAPEFTNRNPRNLELLSVARKERGWRTVFPSREFWHRLRVIRTQHHVEALVEHQNGKVVVSASTREWAIKKHLYSTRNVVACESIGRVLAQRCLEAGINFMVYQPTPWEAASDSMKRLQSAMTEGGVVLREPQRIYE*. Protein 2 (ENSG00000204323) has sequence MAATDFVQEMRAVGERLLLKLQRLPQAEPVEIVAFSVIILFTATVLLLLLIACSCCCTHCCCPERRGRKVQVQPTPP*. Result: 0 (the proteins do not interact). (6) Protein 1 (ENSG00000167535) has sequence MYDDSYVPGFEDSEAGSADSYTSRPSLDSDVSLEEDRESARREVESQAQQQLERAKHKPVAFAVRTNVSYCGVLDEECPVQGSGVNFEAKDFLHIKEKYSNDWWIGRLVKEGGDIAFIPSPQRLESIRLKQEQKARRSGNPSSLSDIGNRRSPPPSLAKQKQKQAEHVPPYDVVPSMRPVVLVGPSLKGYEVTDMMQKALFDFLKHRFDGRISITRVTADLSLAKRSVLNNPGKRTIIERSSARSSIAEVQSEIERIFELAKSLQLVVLDADTINHPAQLAKTSLAPIIVFVKVSSPKVL.... Protein 2 (ENSG00000077458) has sequence MAASALYACTKCTQRYPFEELSQGQQLCKECRIAHPIVKCTYCRSEFQQESKTNTICKKCAQNVKQFGTPKPCQYCNIIAAFIGTKCQRCTNSEKKYGPPQTCEQCKQQCAFDRKEEGRRKVDGKLLCWLCTLSYKRVLQKTKEQRKSLGSSHSNSSSSSLTEKDQHHPKHHHHHHHHHHRHSSSHHKISNLSPEEEQGLWKQSHKSSATIQNETPKKKPKLESKPSNGDSSSINQSADSGGTDNFVLISQLKEEVMSLKRLLQQRDQTILEKDKKLTELKADFQYQESNLRTKMNSMEK.... Result: 0 (the proteins do not interact).